Dataset: Drug-target binding data from BindingDB using IC50 measurements. Task: Regression. Given a target protein amino acid sequence and a drug SMILES string, predict the binding affinity score between them. We predict pIC50 (pIC50 = -log10(IC50 in M); higher means more potent). Dataset: bindingdb_ic50. The compound is CC(C)[C@@H]1CN(c2ccc(CO)c(S(C)(=O)=O)c2)CCN1c1ncc(CO)c(C(F)(F)F)n1. The target protein (O75469) has sequence MEVRPKESWNHADFVHCEDTESVPGKPSVNADEEVGGPQICRVCGDKATGYHFNVMTCEGCKGFFRRAMKRNARLRCPFRKGACEITRKTRRQCQACRLRKCLESGMKKEMIMSDEAVEERRALIKRKKSERTGTQPLGVQGLTEEQRMMIRELMDAQMKTFDTTFSHFKNFRLPGVLSSGCELPESLQAPSREEAAKWSQVRKDLCSLKVSLQLRGEDGSVWNYKPPADSGGKEIFSLLPHMADMSTYMFKGIISFAKVISYFRDLPIEDQISLLKGAAFELCQLRFNTVFNAETGTWECGRLSYCLEDTAGGFQQLLLEPMLKFHYMLKKLQLHEEEYVLMQAISLFSPDRPGVLQHRVVDQLQEQFAITLKSYIECNRPQPAHRFLFLKIMAMLTELRSINAQHTQRLLRIQDIHPFATPLMQELFGITGS. The pIC50 is 5.0.